The task is: Regression/Classification. Given a drug SMILES string, predict its toxicity properties. Task type varies by dataset: regression for continuous values (e.g., LD50, hERG inhibition percentage) or binary classification for toxic/non-toxic outcomes (e.g., AMES mutagenicity, cardiotoxicity, hepatotoxicity). Dataset: ld50_zhu.. This data is from Acute oral toxicity (LD50) regression data from Zhu et al.. (1) The rat oral LD50 is 2.96, given as -log10 of the dose in mol/kg body weight (higher means more acutely toxic). The compound is C=CCO. (2) The molecule is C=CCC(CC=C)C(=O)O. The rat oral LD50 is 2.39, given as -log10 of the dose in mol/kg body weight (higher means more acutely toxic).